The task is: Predict the reactants needed to synthesize the given product.. This data is from Full USPTO retrosynthesis dataset with 1.9M reactions from patents (1976-2016). (1) Given the product [Cl:1][C:2]1[C:7]([Cl:8])=[CH:6][CH:5]=[CH:4][C:3]=1[S:9]([NH:12][C:22]1[C:27]([O:28][CH3:29])=[N:26][C:25]([O:34][CH2:31][C:32]#[CH:33])=[CH:24][N:23]=1)(=[O:10])=[O:11], predict the reactants needed to synthesize it. The reactants are: [Cl:1][C:2]1[C:7]([Cl:8])=[CH:6][CH:5]=[CH:4][C:3]=1[S:9]([N:12]([C:22]1[C:27]([O:28][CH3:29])=[N:26][C:25](Cl)=[CH:24][N:23]=1)COCCO[Si](C)(C)C)(=[O:11])=[O:10].[CH2:31]([OH:34])[C:32]#[CH:33].[H-].[Na+]. (2) Given the product [CH2:1]([O:8][C:9]1[CH:10]=[CH:11][C:12]([CH2:22][CH2:23][NH2:24])=[C:13]([C:15]2[CH:20]=[CH:19][CH:18]=[C:17]([F:21])[CH:16]=2)[CH:14]=1)[C:2]1[CH:3]=[CH:4][CH:5]=[CH:6][CH:7]=1, predict the reactants needed to synthesize it. The reactants are: [CH2:1]([O:8][C:9]1[CH:10]=[CH:11][C:12](/[CH:22]=[CH:23]/[N+:24]([O-])=O)=[C:13]([C:15]2[CH:20]=[CH:19][CH:18]=[C:17]([F:21])[CH:16]=2)[CH:14]=1)[C:2]1[CH:7]=[CH:6][CH:5]=[CH:4][CH:3]=1.[H-].[H-].[H-].[H-].[Li+].[Al+3]. (3) Given the product [Br:12][C:13]1[CH:14]=[N:15][CH:16]=[C:17]([S:21][CH3:20])[CH:18]=1, predict the reactants needed to synthesize it. The reactants are: N12CCCN=C1CCCCC2.[Br:12][C:13]1[CH:14]=[N:15][CH:16]=[C:17](I)[CH:18]=1.[CH3:20][S-:21].[Na+]. (4) The reactants are: [C:1]([O:5][C:6]([N:8]1[CH2:13][CH2:12][NH:11][C:10](=[O:14])[CH:9]1[CH2:15]C(O)=O)=[O:7])([CH3:4])([CH3:3])[CH3:2].[Cl:19][C:20]1[CH:21]=[C:22]([CH:27]=[CH:28][CH:29]=1)[C:23]([NH:25][OH:26])=[NH:24].C1C=CC2N(O)N=NC=2C=1.CCN=C=NCCCN(C)C.Cl. Given the product [C:1]([O:5][C:6]([N:8]1[CH2:13][CH2:12][NH:11][C:10](=[O:14])[CH:9]1[C:15]1[O:26][N:25]=[C:23]([C:22]2[CH:27]=[CH:28][CH:29]=[C:20]([Cl:19])[CH:21]=2)[N:24]=1)=[O:7])([CH3:2])([CH3:3])[CH3:4], predict the reactants needed to synthesize it. (5) Given the product [C:26]([Si:23]([CH3:25])([CH3:24])[O:22][C:19]1[CH:20]=[CH:21][C:16]([C:11]([C:7]2[S:6][C:5]([CH2:3][OH:2])=[C:9]([CH3:10])[CH:8]=2)([CH2:14][CH3:15])[CH2:12][CH3:13])=[CH:17][C:18]=1[CH3:30])([CH3:28])([CH3:27])[CH3:29], predict the reactants needed to synthesize it. The reactants are: C[O:2][C:3]([C:5]1[S:6][C:7]([C:11]([C:16]2[CH:21]=[CH:20][C:19]([O:22][Si:23]([C:26]([CH3:29])([CH3:28])[CH3:27])([CH3:25])[CH3:24])=[C:18]([CH3:30])[CH:17]=2)([CH2:14][CH3:15])[CH2:12][CH3:13])=[CH:8][C:9]=1[CH3:10])=O.[H-].[Al+3].[Li+].[H-].[H-].[H-]. (6) Given the product [N:39]1([C:36]2[CH:35]=[CH:34][C:33]([NH:32][CH:2]=[C:3]3[C:11]4[C:6](=[CH:7][CH:8]=[C:9]([C:12]([C:14]5[CH:15]=[C:16]([NH:20][C:21]([C:23]6[N:24]([CH2:29][CH3:30])[N:25]=[C:26]([CH3:28])[CH:27]=6)=[O:22])[CH:17]=[CH:18][CH:19]=5)=[O:13])[CH:10]=4)[NH:5][C:4]3=[O:31])=[CH:38][CH:37]=2)[CH2:44][CH2:43][O:42][CH2:41][CH2:40]1, predict the reactants needed to synthesize it. The reactants are: O[CH:2]=[C:3]1[C:11]2[C:6](=[CH:7][CH:8]=[C:9]([C:12]([C:14]3[CH:15]=[C:16]([NH:20][C:21]([C:23]4[N:24]([CH2:29][CH3:30])[N:25]=[C:26]([CH3:28])[CH:27]=4)=[O:22])[CH:17]=[CH:18][CH:19]=3)=[O:13])[CH:10]=2)[NH:5][C:4]1=[O:31].[NH2:32][C:33]1[CH:38]=[CH:37][C:36]([N:39]2[CH2:44][CH2:43][O:42][CH2:41][CH2:40]2)=[CH:35][CH:34]=1. (7) The reactants are: [Li]CCCC.CCCCC.[C:11]([Si:15]([CH3:27])([CH3:26])[O:16][C:17]1[CH:25]=[C:24]2[C:20]([CH:21]=[CH:22][NH:23]2)=[CH:19][CH:18]=1)([CH3:14])([CH3:13])[CH3:12].[Si:28](Cl)([C:31]([CH3:34])([CH3:33])[CH3:32])([CH3:30])[CH3:29].[Br:36]N1C(=O)CCC1=O. Given the product [Br:36][C:21]1[C:20]2[C:24](=[CH:25][C:17]([O:16][Si:15]([C:11]([CH3:14])([CH3:13])[CH3:12])([CH3:27])[CH3:26])=[CH:18][CH:19]=2)[N:23]([Si:28]([C:31]([CH3:34])([CH3:33])[CH3:32])([CH3:30])[CH3:29])[CH:22]=1, predict the reactants needed to synthesize it.